Dataset: Reaction yield outcomes from USPTO patents with 853,638 reactions. Task: Predict the reaction yield, written as a fraction of the theoretical maximum amount of product (1.0 means a 100% yield; for example, 0.34 means a 34% yield). (1) The reactants are [NH2:1][C:2]1[CH:3]=[C:4]([NH:9][S:10]([N:13]2[CH2:18][CH2:17][O:16][CH2:15][CH2:14]2)(=[O:12])=[O:11])[C:5]([Cl:8])=[N:6][CH:7]=1.F[C:20]1[C:25]([C:26]2[N:31]=[C:30]([CH3:32])[N:29]=[C:28]([NH2:33])[N:27]=2)=[CH:24][C:23]([O:34][CH3:35])=[CH:22][N:21]=1.C[Si]([N-][Si](C)(C)C)(C)C.[Na+]. The catalyst is CN(C=O)C. The product is [NH2:33][C:28]1[N:29]=[C:30]([CH3:32])[N:31]=[C:26]([C:25]2[C:20]([NH:1][C:2]3[CH:3]=[C:4]([NH:9][S:10]([N:13]4[CH2:18][CH2:17][O:16][CH2:15][CH2:14]4)(=[O:12])=[O:11])[C:5]([Cl:8])=[N:6][CH:7]=3)=[N:21][CH:22]=[C:23]([O:34][CH3:35])[CH:24]=2)[N:27]=1. The yield is 0.110. (2) The reactants are C(O[C:4]([SH:6])=[S:5])C.[K].Br[C:9]1[CH:14]=[CH:13][C:12]([C:15]([F:18])([F:17])[F:16])=[CH:11][C:10]=1[NH2:19].Cl. The catalyst is CN(C)C=O. The product is [SH:6][C:4]1[S:5][C:9]2[CH:14]=[CH:13][C:12]([C:15]([F:16])([F:18])[F:17])=[CH:11][C:10]=2[N:19]=1. The yield is 0.920. (3) The reactants are [OH:1][C:2]1[CH:11]=[C:10]([CH3:12])[CH:9]=[CH:8][C:3]=1[C:4]([O:6][CH3:7])=[O:5].C1C(=O)N([Cl:20])C(=O)C1. The catalyst is C(#N)C. The product is [Cl:20][C:9]1[C:10]([CH3:12])=[CH:11][C:2]([OH:1])=[C:3]([CH:8]=1)[C:4]([O:6][CH3:7])=[O:5]. The yield is 1.00. (4) The catalyst is [Cu]I.O1CCOCC1. The reactants are [N:1]1[C:14]2[C:5](=[CH:6][CH:7]=[C:8]3[C:13]=2N=CC=C3)C=C[CH:2]=1.CC(C)([O-])C.[Na+].CCCCCCCCCCCC.I[C:34]1[CH:35]=[C:36]([CH3:41])[CH:37]=[C:38]([CH3:40])[CH:39]=1.CNC1C=CC=CC=1. The product is [CH3:40][C:38]1[CH:39]=[C:34]([N:1]([CH3:2])[C:14]2[CH:5]=[CH:6][CH:7]=[CH:8][CH:13]=2)[CH:35]=[C:36]([CH3:41])[CH:37]=1. The yield is 0.500. (5) The reactants are [F:1][C:2]1[CH:7]=[CH:6][C:5]([C:8]2[S:12][C:11]3[CH:13]=[C:14]([O:17][CH3:18])[CH:15]=[CH:16][C:10]=3[C:9]=2[O:19][C:20]2[CH:25]=[CH:24][C:23](/[CH:26]=[CH:27]/[C:28]([OH:30])=O)=[CH:22][CH:21]=2)=[C:4]([CH3:31])[CH:3]=1.[C:32]([NH:35][NH2:36])(=O)[CH3:33].O=P(Cl)(Cl)Cl. No catalyst specified. The product is [F:1][C:2]1[CH:7]=[CH:6][C:5]([C:8]2[S:12][C:11]3[CH:13]=[C:14]([O:17][CH3:18])[CH:15]=[CH:16][C:10]=3[C:9]=2[O:19][C:20]2[CH:21]=[CH:22][C:23](/[CH:26]=[CH:27]/[C:28]3[O:30][C:32]([CH3:33])=[N:35][N:36]=3)=[CH:24][CH:25]=2)=[C:4]([CH3:31])[CH:3]=1. The yield is 0.760.